Dataset: Forward reaction prediction with 1.9M reactions from USPTO patents (1976-2016). Task: Predict the product of the given reaction. (1) Given the reactants [CH3:1][C:2]1[CH:6]=[CH:5][S:4][C:3]=1[C:7]([OH:9])=O.[F:10][C:11]1[CH:12]=[C:13]([CH:16]=[CH:17][CH:18]=1)[CH2:14][NH2:15], predict the reaction product. The product is: [F:10][C:11]1[CH:12]=[C:13]([CH:16]=[CH:17][CH:18]=1)[CH2:14][NH:15][C:7]([C:3]1[S:4][CH:5]=[CH:6][C:2]=1[CH3:1])=[O:9]. (2) Given the reactants [NH2:1][C:2](=[C:5]([NH:8][CH2:9][C:10]1[CH:15]=[CH:14][CH:13]=[CH:12][CH:11]=1)[C:6]#[N:7])[C:3]#[N:4].S(=O)(=O)(O)O.[CH:21](=O)[C:22]1[CH:27]=[CH:26][CH:25]=[CH:24][CH:23]=1, predict the reaction product. The product is: [CH2:9]([NH:8][C:5](=[C:2]([N:1]=[CH:21][C:22]1[CH:27]=[CH:26][CH:25]=[CH:24][CH:23]=1)[C:3]#[N:4])[C:6]#[N:7])[C:10]1[CH:15]=[CH:14][CH:13]=[CH:12][CH:11]=1. (3) Given the reactants [NH2:1][C:2]1[CH:3]=[C:4]([CH2:24][N:25]2[CH2:30][CH2:29][O:28][CH2:27][CH2:26]2)[CH:5]=[C:6]2[C:11]=1[N:10]=[CH:9][C:8]([C:12]([NH:14][CH2:15][C:16]1[CH:21]=[CH:20][C:19]([Cl:22])=[CH:18][CH:17]=1)=[O:13])=[C:7]2[OH:23].[C:31](N1C=CN=C1)(N1C=CN=C1)=[O:32].O, predict the reaction product. The product is: [Cl:22][C:19]1[CH:20]=[CH:21][C:16]([CH2:15][NH:14][C:12]([C:8]2[C:7](=[O:23])[C:6]3[C:11]4=[C:2]([NH:1][C:31](=[O:32])[N:10]4[CH:9]=2)[CH:3]=[C:4]([CH2:24][N:25]2[CH2:26][CH2:27][O:28][CH2:29][CH2:30]2)[CH:5]=3)=[O:13])=[CH:17][CH:18]=1. (4) Given the reactants [CH3:1][C:2]([CH3:35])([CH3:34])[C:3](=[O:33])[CH2:4][CH2:5][C:6]1[CH:11]=[CH:10][C:9]([C:12](C2C=CC(OS(C(F)(F)F)(=O)=O)=C(C)C=2)([CH2:15][CH3:16])[CH2:13][CH3:14])=[CH:8][C:7]=1[CH3:32].C([Sn]([CH2:48][CH2:49][CH2:50][CH3:51])([CH2:48][CH2:49][CH2:50][CH3:51])[CH2:48][CH2:49][CH2:50][CH3:51])C=C.[CH:52]1[CH:57]=[CH:56][C:55](P([C:52]2[CH:57]=[CH:56][CH:55]=[CH:54][CH:53]=2)[C:52]2[CH:57]=[CH:56][CH:55]=[CH:54][CH:53]=2)=[CH:54][CH:53]=1.[Li+].[Cl-], predict the reaction product. The product is: [CH2:54]([C:53]1[CH:52]=[CH:57][C:48]([C:12]([C:9]2[CH:10]=[CH:11][C:6]([CH2:5][CH2:4][C:3](=[O:33])[C:2]([CH3:35])([CH3:34])[CH3:1])=[C:7]([CH3:32])[CH:8]=2)([CH2:15][CH3:16])[CH2:13][CH3:14])=[CH:49][C:50]=1[CH3:51])[CH:55]=[CH2:56]. (5) Given the reactants [O:1]=[C:2]1[CH:7]=[CH:6][CH:5]=[CH:4][N:3]1[C:8]1[CH:16]=[CH:15][C:11]([C:12]([OH:14])=O)=[CH:10][CH:9]=1.[CH2:17]([NH:24][C:25]([C:27]1[S:31][C:30]([NH2:32])=[N:29][C:28]=1[CH3:33])=[O:26])[C:18]1[CH:23]=[CH:22][CH:21]=[CH:20][CH:19]=1, predict the reaction product. The product is: [CH2:17]([NH:24][C:25]([C:27]1[S:31][C:30]([NH:32][C:12](=[O:14])[C:11]2[CH:10]=[CH:9][C:8]([N:3]3[CH:4]=[CH:5][CH:6]=[CH:7][C:2]3=[O:1])=[CH:16][CH:15]=2)=[N:29][C:28]=1[CH3:33])=[O:26])[C:18]1[CH:23]=[CH:22][CH:21]=[CH:20][CH:19]=1.